This data is from Reaction yield outcomes from USPTO patents with 853,638 reactions. The task is: Predict the reaction yield, written as a fraction of the theoretical maximum amount of product (1.0 means a 100% yield; for example, 0.34 means a 34% yield). (1) The reactants are [F:1][C:2]1[CH:3]=[CH:4][C:5]([NH:8][NH2:9])=[N:6][CH:7]=1.[C:10](O)(=[O:14])[CH:11]([CH3:13])[CH3:12].C1C=C2N=NN(O)C2=CC=1.O.C(Cl)CCl.C(=O)(O)[O-].[Na+]. The yield is 0.460. The product is [F:1][C:2]1[CH:3]=[CH:4][C:5]([NH:8][NH:9][C:10](=[O:14])[CH:11]([CH3:13])[CH3:12])=[N:6][CH:7]=1. The catalyst is C(Cl)Cl. (2) The reactants are C1C=C(Cl)C=C(C(OO)=O)C=1.[Cl:12][C:13]1[CH:18]=[CH:17][CH:16]=[C:15]([Cl:19])[C:14]=1[N:20]1[CH:31]=[CH:30][C:23]2[N:24]=[C:25](SC)[N:26]=[CH:27][C:22]=2[C:21]1=[O:32].CCN(C(C)C)C(C)C.[CH:42]([N:45]1[CH2:50][CH2:49][N:48]([C:51]2[CH:57]=[CH:56][C:54]([NH2:55])=[CH:53][CH:52]=2)[CH2:47][CH2:46]1)([CH3:44])[CH3:43]. The catalyst is C(Cl)Cl.C1(C)C=CC=CC=1. The product is [Cl:12][C:13]1[CH:18]=[CH:17][CH:16]=[C:15]([Cl:19])[C:14]=1[N:20]1[CH:31]=[CH:30][C:23]2[N:24]=[C:25]([NH:55][C:54]3[CH:53]=[CH:52][C:51]([N:48]4[CH2:47][CH2:46][N:45]([CH:42]([CH3:44])[CH3:43])[CH2:50][CH2:49]4)=[CH:57][CH:56]=3)[N:26]=[CH:27][C:22]=2[C:21]1=[O:32]. The yield is 0.390. (3) The reactants are [OH:1][C:2]1[CH:7]=[CH:6][C:5]([C:8]2[O:9][C:10]3[C:16]([C:17]([CH3:19])=[CH2:18])=[CH:15][C:14]([OH:20])=[CH:13][C:11]=3[N:12]=2)=[CH:4][CH:3]=1. The catalyst is CCOC(C)=O.C(O)C.[Pd]. The product is [OH:1][C:2]1[CH:3]=[CH:4][C:5]([C:8]2[O:9][C:10]3[C:16]([CH:17]([CH3:18])[CH3:19])=[CH:15][C:14]([OH:20])=[CH:13][C:11]=3[N:12]=2)=[CH:6][CH:7]=1. The yield is 0.900. (4) The reactants are C([O:5][C:6](=[O:39])[CH2:7][O:8][C:9]1[C:14]2[CH2:15][CH2:16][CH2:17][CH2:18][CH:19]([N:20]([CH3:38])[S:21]([C:24]3[CH:29]=[CH:28][C:27]([C:30]4[CH:35]=[CH:34][CH:33]=[C:32]([S:36][CH3:37])[CH:31]=4)=[CH:26][CH:25]=3)(=[O:23])=[O:22])[C:13]=2[CH:12]=[CH:11][CH:10]=1)(C)(C)C.[OH-].[Na+]. No catalyst specified. The product is [CH3:38][N:20]([S:21]([C:24]1[CH:25]=[CH:26][C:27]([C:30]2[CH:35]=[CH:34][CH:33]=[C:32]([S:36][CH3:37])[CH:31]=2)=[CH:28][CH:29]=1)(=[O:23])=[O:22])[CH:19]1[C:13]2[CH:12]=[CH:11][CH:10]=[C:9]([O:8][CH2:7][C:6]([OH:39])=[O:5])[C:14]=2[CH2:15][CH2:16][CH2:17][CH2:18]1. The yield is 0.690. (5) The reactants are CS(O[CH2:6][CH2:7][NH:8][C:9]1[C:13]([C:14]2[N:18]([C:19]3[CH:24]=[CH:23][CH:22]=[C:21]([C:25]([F:28])([F:27])[F:26])[CH:20]=3)[C:17](=[O:29])[O:16][N:15]=2)=[N:12][O:11][N:10]=1)(=O)=O.[N-:30]=[N+:31]=[N-:32].[Na+].O. The catalyst is CN(C)C=O. The product is [N:30]([CH2:6][CH2:7][NH:8][C:9]1[C:13]([C:14]2[N:18]([C:19]3[CH:24]=[CH:23][CH:22]=[C:21]([C:25]([F:28])([F:27])[F:26])[CH:20]=3)[C:17](=[O:29])[O:16][N:15]=2)=[N:12][O:11][N:10]=1)=[N+:31]=[N-:32]. The yield is 0.960. (6) The reactants are [CH3:1][O:2][C:3]1[CH:8]=[C:7]([C:9]2[CH:10]=[N:11][N:12]([CH3:14])[CH:13]=2)[CH:6]=[CH:5][C:4]=1[NH:15][CH:16]=O.[CH:18]1([CH2:21][O:22][C:23]2[C:28]3[N:29]=C(S(C)(=O)=O)[N:31]=[CH:32][C:27]=3[CH:26]=[CH:25][N:24]=2)[CH2:20][CH2:19]1. No catalyst specified. The product is [CH:18]1([CH2:21][O:22][C:23]2[C:28]3[N:29]=[C:16]([NH:15][C:4]4[CH:5]=[CH:6][C:7]([C:9]5[CH:10]=[N:11][N:12]([CH3:14])[CH:13]=5)=[CH:8][C:3]=4[O:2][CH3:1])[N:31]=[CH:32][C:27]=3[CH:26]=[CH:25][N:24]=2)[CH2:19][CH2:20]1. The yield is 0.520.